This data is from Forward reaction prediction with 1.9M reactions from USPTO patents (1976-2016). The task is: Predict the product of the given reaction. (1) Given the reactants F[C:2]1[CH:11]=[CH:10][C:5]([C:6]([O:8][CH3:9])=[O:7])=[CH:4][C:3]=1[S:12]([N:15]1[CH2:20][CH2:19][O:18][CH2:17][CH2:16]1)(=[O:14])=[O:13].[NH2:21][NH2:22], predict the reaction product. The product is: [NH:21]([C:2]1[CH:11]=[CH:10][C:5]([C:6]([O:8][CH3:9])=[O:7])=[CH:4][C:3]=1[S:12]([N:15]1[CH2:20][CH2:19][O:18][CH2:17][CH2:16]1)(=[O:14])=[O:13])[NH2:22]. (2) Given the reactants [CH3:1][O:2][C:3]1[CH:8]=[CH:7][C:6]([O:9][CH3:10])=[CH:5][CH:4]=1.[Cl-].[Al+3].[Cl-].[Cl-].[F:15][C:16]([F:26])([F:25])[C:17]([NH:19][C@H:20]([CH3:24])[C:21](Cl)=[O:22])=[O:18], predict the reaction product. The product is: [CH3:1][O:2][C:3]1[CH:8]=[CH:7][C:6]([O:9][CH3:10])=[CH:5][C:4]=1[C:21](=[O:22])[C@H:20]([NH:19][C:17](=[O:18])[C:16]([F:15])([F:25])[F:26])[CH3:24]. (3) Given the reactants [Br-].[NH2:2][C:3]1[CH:8]=[CH:7][C:6]([F:9])=[CH:5][N+:4]=1[CH:10]([C:12](=O)[C:13]([O:15][CH2:16][CH3:17])=[O:14])[CH3:11], predict the reaction product. The product is: [F:9][C:6]1[CH:7]=[CH:8][C:3]2[N:4]([C:10]([CH3:11])=[C:12]([C:13]([O:15][CH2:16][CH3:17])=[O:14])[N:2]=2)[CH:5]=1. (4) Given the reactants [CH3:1][N:2]1[CH2:6][CH2:5][CH2:4][CH2:3]1.[CH3:7][O:8][CH2:9][Br:10], predict the reaction product. The product is: [Br-:10].[CH3:7][O:8][CH2:9][N+:2]1([CH3:1])[CH2:6][CH2:5][CH2:4][CH2:3]1. (5) The product is: [CH:9]1([N:8]2[C:3]3=[N:4][CH:5]=[CH:6][CH:7]=[C:2]3[N:1]=[C:18]2[NH2:17])[CH2:16][CH2:15][CH2:14][CH2:13][CH2:12][CH2:11][CH2:10]1. Given the reactants [NH2:1][C:2]1[C:3]([NH:8][CH:9]2[CH2:16][CH2:15][CH2:14][CH2:13][CH2:12][CH2:11][CH2:10]2)=[N:4][CH:5]=[CH:6][CH:7]=1.[NH2:17][C:18]1C(NC2CCCCC2)=NC=CC=1, predict the reaction product. (6) The product is: [NH2:24][C:17]1[C:18]2[C:23](=[CH:22][CH:21]=[CH:20][CH:19]=2)[C:14]([O:13][CH:10]2[CH2:11][CH2:12][N:7]([C:5]([C:2]3([CH3:1])[CH2:4][CH2:3]3)=[O:6])[CH2:8][CH2:9]2)=[N:15][CH:16]=1. Given the reactants [CH3:1][C:2]1([C:5]([N:7]2[CH2:12][CH2:11][CH:10]([O:13][C:14]3[C:23]4[C:18](=[CH:19][CH:20]=[CH:21][CH:22]=4)[C:17]([N+:24]([O-])=O)=[CH:16][N:15]=3)[CH2:9][CH2:8]2)=[O:6])[CH2:4][CH2:3]1.C1COCC1.[H][H], predict the reaction product.